From a dataset of Full USPTO retrosynthesis dataset with 1.9M reactions from patents (1976-2016). Predict the reactants needed to synthesize the given product. (1) Given the product [Cl:13][C:14]1[CH:15]=[CH:16][C:17]([F:23])=[C:18]([C:19]2[N:20]=[C:3]([OH:4])[C:5]3[CH2:9][C:8]([CH3:11])([CH3:10])[CH2:7][C:6]=3[N:21]=2)[CH:22]=1, predict the reactants needed to synthesize it. The reactants are: CO[C:3]([CH:5]1[CH2:9][C:8]([CH3:11])([CH3:10])[CH2:7][C:6]1=O)=[O:4].[Cl:13][C:14]1[CH:15]=[CH:16][C:17]([F:23])=[C:18]([CH:22]=1)[C:19]([NH2:21])=[NH:20]. (2) Given the product [Cl:1][C:2]1[CH:3]=[C:4]([N:13]([CH2:20][CH3:21])[CH:14]2[CH2:19][CH2:18][O:17][CH2:16][CH2:15]2)[C:5]([O:11][CH3:12])=[C:6]([CH:10]=1)[C:7]([NH:64][CH2:65][C:66]1[C:67](=[O:74])[NH:68][C:69]([CH3:73])=[CH:70][C:71]=1[CH3:72])=[O:9], predict the reactants needed to synthesize it. The reactants are: [Cl:1][C:2]1[CH:3]=[C:4]([N:13]([CH2:20][CH3:21])[CH:14]2[CH2:19][CH2:18][O:17][CH2:16][CH2:15]2)[C:5]([O:11][CH3:12])=[C:6]([CH:10]=1)[C:7]([OH:9])=O.C1CN([P+](ON2N=NC3C=CC=CC2=3)(N2CCCC2)N2CCCC2)CC1.F[P-](F)(F)(F)(F)F.C(N(C(C)C)C(C)C)C.[NH2:64][CH2:65][C:66]1[C:67](=[O:74])[NH:68][C:69]([CH3:73])=[CH:70][C:71]=1[CH3:72].